From a dataset of Full USPTO retrosynthesis dataset with 1.9M reactions from patents (1976-2016). Predict the reactants needed to synthesize the given product. (1) Given the product [CH3:1][CH:2]1[CH2:8][C:7]2[CH:9]=[C:10]3[O:15][CH2:14][O:13][C:11]3=[CH:12][C:6]=2[C:5]([C:16]2[CH:17]=[CH:18][C:19]([N+:22]([O-:24])=[O:23])=[CH:20][CH:21]=2)=[N:4][N:3]1[C:25]1[S:27][CH:28]=[CH:29][N:26]=1, predict the reactants needed to synthesize it. The reactants are: [CH3:1][CH:2]1[CH2:8][C:7]2[CH:9]=[C:10]3[O:15][CH2:14][O:13][C:11]3=[CH:12][C:6]=2[C:5]([C:16]2[CH:21]=[CH:20][C:19]([N+:22]([O-:24])=[O:23])=[CH:18][CH:17]=2)=[N:4][N:3]1[C:25](=[S:27])[NH2:26].[CH2:28](OC(OCC)CBr)[CH3:29].CN(C)C=O. (2) Given the product [OH:40][C@H:37]1[CH2:38][CH2:39][N:35]([C:28]([C:27]2[CH:31]=[CH:32][C:24]([C:21]3[CH:22]=[N:23][C:18]([O:17][CH2:16][CH:13]4[CH2:12][CH2:11][N:10]([CH2:9][C:3]5([C:2]([F:1])([F:34])[F:33])[CH2:8][CH2:7][CH2:6][CH2:5][CH2:4]5)[CH2:15][CH2:14]4)=[CH:19][CH:20]=3)=[CH:25][CH:26]=2)=[O:30])[CH2:36]1, predict the reactants needed to synthesize it. The reactants are: [F:1][C:2]([F:34])([F:33])[C:3]1([CH2:9][N:10]2[CH2:15][CH2:14][CH:13]([CH2:16][O:17][C:18]3[N:23]=[CH:22][C:21]([C:24]4[CH:32]=[CH:31][C:27]([C:28]([OH:30])=O)=[CH:26][CH:25]=4)=[CH:20][CH:19]=3)[CH2:12][CH2:11]2)[CH2:8][CH2:7][CH2:6][CH2:5][CH2:4]1.[NH:35]1[CH2:39][CH2:38][C@H:37]([OH:40])[CH2:36]1.C(Cl)CCl.C1C=CC2N(O)N=NC=2C=1.CCN(C(C)C)C(C)C. (3) Given the product [C:21]([Si:18]([CH3:20])([CH3:19])[O:12][CH:9]([C:5]1([CH2:1][CH2:2][CH2:3][CH3:4])[CH2:8][CH2:7][CH2:6]1)[C:10]#[CH:11])([CH3:24])([CH3:23])[CH3:22], predict the reactants needed to synthesize it. The reactants are: [CH2:1]([C:5]1([CH:9]([OH:12])[C:10]#[CH:11])[CH2:8][CH2:7][CH2:6]1)[CH2:2][CH2:3][CH3:4].N1C=CN=C1.[Si:18](Cl)([C:21]([CH3:24])([CH3:23])[CH3:22])([CH3:20])[CH3:19]. (4) Given the product [NH2:40][C:34]1[CH:35]=[CH:36][C:37]([C:6]2[N:5]([CH:1]3[CH2:2][CH2:3][CH2:4]3)[C:13]3[C:8]([C:7]=2[C:15]#[N:16])=[CH:9][CH:10]=[C:11]([OH:14])[CH:12]=3)=[CH:38][C:33]=1[Cl:32], predict the reactants needed to synthesize it. The reactants are: [CH:1]1([N:5]2[C:13]3[C:8](=[CH:9][CH:10]=[C:11]([OH:14])[CH:12]=3)[C:7]([C:15]#[N:16])=[CH:6]2)[CH2:4][CH2:3][CH2:2]1.C(OB([O-])[O-])(C)C.[Li+].CC([N-]C(C)C)C.[Cl:32][C:33]1[CH:38]=[C:37](I)[CH:36]=[CH:35][C:34]=1[NH2:40].C([O-])([O-])=O.[K+].[K+]. (5) Given the product [CH3:1][O:2][C:3]([C:5]1[CH:31]=[CH:30][C:8]2[N:9]=[C:10]([NH:12][CH:13]3[CH2:14][CH2:15][N:16]([CH2:19][C:20]4[CH:25]=[C:24]([O:35][CH:32]([CH3:34])[CH3:33])[CH:23]=[C:22]([O:27][CH:28]([CH3:29])[CH3:49])[CH:21]=4)[CH2:17][CH2:18]3)[O:11][C:7]=2[CH:6]=1)=[O:4], predict the reactants needed to synthesize it. The reactants are: [CH3:1][O:2][C:3]([C:5]1[CH:31]=[CH:30][C:8]2[N:9]=[C:10]([NH:12][CH:13]3[CH2:18][CH2:17][N:16]([CH2:19][C:20]4[CH:25]=[CH:24][C:23](O)=[C:22]([O:27][CH2:28][CH3:29])[CH:21]=4)[CH2:15][CH2:14]3)[O:11][C:7]=2[CH:6]=1)=[O:4].[CH:32]([O:35]C1C=C(C=C(OC(C)C)C=1)C=O)([CH3:34])[CH3:33].O[C:49]1C=C(C=C(O)C=1)C=O.IC(C)C.C([O-])([O-])=O.[K+].[K+].C([BH3-])#N.[Na+].C(N(C(C)C)C(C)C)C. (6) Given the product [C:1]([O:5][C:6]([N:8]1[C:17]2[C:12](=[CH:13][CH:14]=[C:15]([CH2:18][CH2:19][C:20]3[N:30]=[C:23]4[C:24]([CH3:29])=[N:25][CH:26]=[C:27]([CH3:28])[N:22]4[N:21]=3)[N:16]=2)[CH2:11][CH2:10][CH:9]1[CH3:31])=[O:7])([CH3:4])([CH3:3])[CH3:2], predict the reactants needed to synthesize it. The reactants are: [C:1]([O:5][C:6]([N:8]1[C:17]2[C:12](=[CH:13][CH:14]=[C:15]([CH:18]=[CH:19][C:20]3[N:30]=[C:23]4[C:24]([CH3:29])=[N:25][CH:26]=[C:27]([CH3:28])[N:22]4[N:21]=3)[N:16]=2)[CH2:11][CH2:10][CH:9]1[CH3:31])=[O:7])([CH3:4])([CH3:3])[CH3:2].[OH-].[Na+]. (7) Given the product [OH:21][CH2:20][C:19]([NH:18][C:15]([C:7]1[CH:6]=[N:5][C:4]([CH:1]2[CH2:2][CH2:3]2)=[C:9]([O:10][CH2:11][CH:12]2[CH2:13][CH2:14]2)[N:8]=1)=[O:17])([CH3:24])[CH2:22][CH3:23], predict the reactants needed to synthesize it. The reactants are: [CH:1]1([C:4]2[N:5]=[CH:6][C:7]([C:15]([OH:17])=O)=[N:8][C:9]=2[O:10][CH2:11][CH:12]2[CH2:14][CH2:13]2)[CH2:3][CH2:2]1.[NH2:18][C:19]([CH3:24])([CH2:22][CH3:23])[CH2:20][OH:21]. (8) Given the product [F:1][C:2]1[CH:7]=[C:6]([F:8])[CH:5]=[CH:4][C:3]=1[C:9]([N:13]1[CH2:18][CH2:17][O:16][CH2:15][CH2:14]1)=[CH:10][CH3:11], predict the reactants needed to synthesize it. The reactants are: [F:1][C:2]1[CH:7]=[C:6]([F:8])[CH:5]=[CH:4][C:3]=1[C:9](=O)[CH2:10][CH3:11].[NH:13]1[CH2:18][CH2:17][O:16][CH2:15][CH2:14]1. (9) Given the product [F:41][C:2]([F:1])([F:42])[C:3]1[CH:4]=[C:5]([CH:34]=[C:35]([C:37]([F:39])([F:38])[F:40])[CH:36]=1)[CH2:6][N:7]([CH2:8][C:9]1[CH:14]=[C:13]([C:15]([F:16])([F:18])[F:17])[CH:12]=[CH:11][C:10]=1[C:44]1[C:49]([CH3:50])=[CH:48][CH:47]=[C:46]([C:51](=[O:53])[CH3:52])[CH:45]=1)[C:28]1[N:29]=[N:30][N:31]([CH3:33])[N:32]=1, predict the reactants needed to synthesize it. The reactants are: [F:1][C:2]([F:42])([F:41])[C:3]1[CH:4]=[C:5]([CH:34]=[C:35]([C:37]([F:40])([F:39])[F:38])[CH:36]=1)[CH2:6][N:7]([C:28]1[N:29]=[N:30][N:31]([CH3:33])[N:32]=1)[CH2:8][C:9]1[CH:14]=[C:13]([C:15]([F:18])([F:17])[F:16])[CH:12]=[CH:11][C:10]=1B1OC(C)(C)C(C)(C)O1.Br[C:44]1[CH:45]=[C:46]([C:51](=[O:53])[CH3:52])[CH:47]=[CH:48][C:49]=1[CH3:50].C(=O)([O-])[O-].[Na+].[Na+].